Dataset: Catalyst prediction with 721,799 reactions and 888 catalyst types from USPTO. Task: Predict which catalyst facilitates the given reaction. (1) Reactant: [Cl:1][C:2]1[CH:10]=[CH:9][C:8]([C:11]2[N:12]([C:22]([O:24][C:25]([CH3:28])([CH3:27])[CH3:26])=[O:23])[C:13]3[C:18]([CH:19]=2)=[CH:17][C:16]([CH:20]=O)=[CH:15][CH:14]=3)=[C:7]2[C:3]=1[CH2:4][NH:5][C:6]2=[O:29].[CH2:30]([NH2:32])[CH3:31].C(O)(=O)C.C(O[BH-](OC(=O)C)OC(=O)C)(=O)C.[Na+].Cl. Product: [Cl:1][C:2]1[CH:10]=[CH:9][C:8]([C:11]2[N:12]([C:22]([O:24][C:25]([CH3:28])([CH3:27])[CH3:26])=[O:23])[C:13]3[C:18]([CH:19]=2)=[CH:17][C:16]([CH2:20][NH:32][CH2:30][CH3:31])=[CH:15][CH:14]=3)=[C:7]2[C:3]=1[CH2:4][NH:5][C:6]2=[O:29]. The catalyst class is: 115. (2) Reactant: [OH-].[Na+].[Cl:3][C:4]1[CH:9]=[CH:8][C:7]([C:10]2[N:14]([C:15]3[CH:19]=[C:18]([O:20][CH:21]([F:23])[F:22])[N:17]([CH3:24])[N:16]=3)[N:13]=[C:12]([CH3:25])[C:11]=2[CH2:26][C:27]([O:29]C)=[O:28])=[CH:6][CH:5]=1. Product: [Cl:3][C:4]1[CH:9]=[CH:8][C:7]([C:10]2[N:14]([C:15]3[CH:19]=[C:18]([O:20][CH:21]([F:23])[F:22])[N:17]([CH3:24])[N:16]=3)[N:13]=[C:12]([CH3:25])[C:11]=2[CH2:26][C:27]([OH:29])=[O:28])=[CH:6][CH:5]=1. The catalyst class is: 5. (3) Reactant: [NH2:1][C:2]1[CH:19]=[CH:18][C:5]([O:6][C:7]2[CH:12]=[CH:11][N:10]=[C:9]3[NH:13][CH:14]=[C:15]([C:16]#[N:17])[C:8]=23)=[C:4]([F:20])[CH:3]=1.Cl[C:22]1[CH:27]=[C:26]([C:28]([F:31])([F:30])[F:29])[N:25]=[C:24]([NH2:32])[N:23]=1.Cl.C(O)C. Product: [NH2:32][C:24]1[N:23]=[C:22]([NH:1][C:2]2[CH:19]=[CH:18][C:5]([O:6][C:7]3[CH:12]=[CH:11][N:10]=[C:9]4[NH:13][CH:14]=[C:15]([C:16]#[N:17])[C:8]=34)=[C:4]([F:20])[CH:3]=2)[CH:27]=[C:26]([C:28]([F:31])([F:29])[F:30])[N:25]=1. The catalyst class is: 6.